The task is: Predict the reaction yield, written as a fraction of the theoretical maximum amount of product (1.0 means a 100% yield; for example, 0.34 means a 34% yield).. This data is from Reaction yield outcomes from USPTO patents with 853,638 reactions. (1) The product is [F:5][C:6]1[CH:7]=[C:8]([OH:12])[CH:9]=[CH:10][C:11]=1[C:13](=[O:15])[CH3:14]. The yield is 0.0800. The catalyst is ClCCCl. The reactants are [Cl-].[Al+3].[Cl-].[Cl-].[F:5][C:6]1[CH:7]=[C:8]([OH:12])[CH:9]=[CH:10][CH:11]=1.[C:13](Cl)(=[O:15])[CH3:14]. (2) The reactants are [F:1][C:2]1[CH:3]=[CH:4][C:5]([CH:8]([OH:15])C2C=CC=CC=2)=[N:6][CH:7]=1.[H-].[Na+].Cl[C:19]1[CH:24]=[CH:23][N+:22]([O-:25])=[CH:21][CH:20]=1. The catalyst is CN(C=O)C.C(Cl)Cl. The product is [F:1][C:2]1[CH:3]=[CH:4][C:5]([CH2:8][O:15][C:19]2[CH:24]=[CH:23][N+:22]([O-:25])=[CH:21][CH:20]=2)=[N:6][CH:7]=1. The yield is 0.500. (3) The product is [F:26][C:23]1[CH:24]=[CH:25][C:12]2[N:11]=[C:10]([C@@H:8]([NH2:7])[CH3:9])[N:14]([C:15]3[CH:20]=[CH:19][C:18]([F:21])=[CH:17][N:16]=3)[C:13]=2[CH:22]=1. The catalyst is C(Cl)Cl.C(O)(C(F)(F)F)=O. The yield is 0.790. The reactants are C(OC(=O)[NH:7][C@H:8]([C:10]1[N:14]([C:15]2[CH:20]=[CH:19][C:18]([F:21])=[CH:17][N:16]=2)[C:13]2[CH:22]=[C:23]([F:26])[CH:24]=[CH:25][C:12]=2[N:11]=1)[CH3:9])(C)(C)C. (4) The reactants are [C:1]([N:4]1[CH2:9][CH2:8][N:7]([C:10]2[CH:15]=[CH:14][C:13]([N+:16]([O-])=O)=[CH:12][N:11]=2)[CH2:6][CH2:5]1)(=[O:3])[CH3:2].[H][H]. The catalyst is [Pt].C(O)C. The product is [C:1]([N:4]1[CH2:5][CH2:6][N:7]([C:10]2[N:11]=[CH:12][C:13]([NH2:16])=[CH:14][CH:15]=2)[CH2:8][CH2:9]1)(=[O:3])[CH3:2]. The yield is 1.00. (5) The reactants are [OH:1][C:2]([CH3:19])([CH3:18])[CH2:3][C:4]1[CH:9]=[CH:8][N:7]=[C:6]([NH:10][C:11](=[O:17])[O:12][C:13]([CH3:16])([CH3:15])[CH3:14])[CH:5]=1.[H-].[Na+].F[C:23]1[C:32]2[C:27](=[CH:28][CH:29]=[CH:30][CH:31]=2)[C:26]([N+:33]([O-:35])=[O:34])=[CH:25][CH:24]=1. The catalyst is CN(C=O)C. The product is [CH3:18][C:2]([O:1][C:23]1[C:32]2[C:27](=[CH:28][CH:29]=[CH:30][CH:31]=2)[C:26]([N+:33]([O-:35])=[O:34])=[CH:25][CH:24]=1)([CH3:19])[CH2:3][C:4]1[CH:9]=[CH:8][N:7]=[C:6]([NH:10][C:11](=[O:17])[O:12][C:13]([CH3:14])([CH3:16])[CH3:15])[CH:5]=1. The yield is 0.150.